Predict the reactants needed to synthesize the given product. From a dataset of Full USPTO retrosynthesis dataset with 1.9M reactions from patents (1976-2016). (1) Given the product [F:21][C:18]1[CH:19]=[CH:20][C:15]([NH:14][C:4]([C:6]2[CH:11]=[C:10]([Cl:12])[CH:9]=[C:8]([CH3:13])[N:7]=2)=[O:5])=[N:16][CH:17]=1, predict the reactants needed to synthesize it. The reactants are: C(O[C:4]([C:6]1[CH:11]=[C:10]([Cl:12])[CH:9]=[C:8]([CH3:13])[N:7]=1)=[O:5])C.[NH2:14][C:15]1[CH:20]=[CH:19][C:18]([F:21])=[CH:17][N:16]=1. (2) Given the product [CH3:1][N:2]([CH2:3][CH2:4][C:5]1[CH:10]=[CH:9][CH:8]=[CH:7][N:6]=1)[S:21]([C:18]1[CH:17]=[CH:16][C:15]([NH:14][C:11](=[O:13])[CH3:12])=[CH:20][CH:19]=1)(=[O:23])=[O:22], predict the reactants needed to synthesize it. The reactants are: [CH3:1][NH:2][CH2:3][CH2:4][C:5]1[CH:10]=[CH:9][CH:8]=[CH:7][N:6]=1.[C:11]([NH:14][C:15]1[CH:20]=[CH:19][C:18]([S:21](Cl)(=[O:23])=[O:22])=[CH:17][CH:16]=1)(=[O:13])[CH3:12].O. (3) Given the product [N:9]1[CH:14]=[CH:13][CH:12]=[CH:11][C:10]=1[CH2:15][O:16][CH:17]([CH3:28])[CH2:18][N:19]1[C:20]2[N:21]=[CH:22][NH:23][C:24]=2[C:4](=[O:5])[NH:6][C:7]1=[S:8], predict the reactants needed to synthesize it. The reactants are: C(O[C:4]([N:6]=[C:7]=[S:8])=[O:5])C.[N:9]1[CH:14]=[CH:13][CH:12]=[CH:11][C:10]=1[CH2:15][O:16][CH:17]([CH3:28])[CH2:18][NH:19][C:20]1[N:21]=[CH:22][NH:23][C:24]=1C(N)=O.CO. (4) Given the product [C:35]([C:33]1[N:34]=[C:30]([NH:29][C:27]([C:25]2[CH:24]=[CH:23][N:14]3[C:15](=[O:22])[CH:16]=[C:11]([N:7]4[CH2:8][CH2:9][CH2:10][C@H:5]([OH:4])[CH2:6]4)[N:12]=[C:13]3[CH:26]=2)=[O:28])[S:31][CH:32]=1)([CH3:38])([CH3:36])[CH3:37], predict the reactants needed to synthesize it. The reactants are: NC([O:4][C@H:5]1[CH2:10][CH2:9][CH2:8][N:7]([C:11]2[N:12]=[C:13]3[CH:26]=[C:25]([C:27]([NH:29][C:30]4[S:31][CH:32]=[C:33]([C:35]([CH3:38])([CH3:37])[CH3:36])[N:34]=4)=[O:28])[CH:24]=[CH:23][N:14]3[C:15](=[O:22])[C:16]=2/C=C/C(O)=O)[CH2:6]1)=O.C(C1N=C(NC(C2C=CN3C(=O)CC(=O)N=C3C=2)=O)SC=1)(C)(C)C.Cl.O[C@H]1CCCNC1. (5) Given the product [Cl:1][C:2]1[C:7]([Cl:8])=[CH:6][CH:5]=[CH:4][C:3]=1[NH:9][CH2:10][C:11]1[N:15]([C:17]#[N:16])[CH2:14][CH2:13][N:12]=1, predict the reactants needed to synthesize it. The reactants are: [Cl:1][C:2]1[C:7]([Cl:8])=[CH:6][CH:5]=[CH:4][C:3]=1[NH:9][CH2:10][C:11]1[NH:12][CH2:13][CH2:14][N:15]=1.[N:16]#[C:17]Br. (6) Given the product [CH3:56][N:57]1[C:61]2[CH:62]=[CH:63][CH:64]=[CH:65][C:60]=2[N:59]=[C:58]1[CH2:66][CH2:67][CH2:68][O:36][C:37]1[C:38](=[O:55])[C:39]([C:49]2[N:53]([CH3:54])[N:52]=[CH:51][CH:50]=2)=[N:40][N:41]([C:43]2[CH:44]=[CH:45][CH:46]=[CH:47][CH:48]=2)[CH:42]=1, predict the reactants needed to synthesize it. The reactants are: N(C(OC(C)(C)C)=O)=NC(OC(C)(C)C)=O.C1(P(C2C=CC=CC=2)C2C=CC=CC=2)C=CC=CC=1.[OH:36][C:37]1[C:38](=[O:55])[C:39]([C:49]2[N:53]([CH3:54])[N:52]=[CH:51][CH:50]=2)=[N:40][N:41]([C:43]2[CH:48]=[CH:47][CH:46]=[CH:45][CH:44]=2)[CH:42]=1.[CH3:56][N:57]1[C:61]2[CH:62]=[CH:63][CH:64]=[CH:65][C:60]=2[N:59]=[C:58]1[CH2:66][CH2:67][CH2:68]O. (7) Given the product [Cl:8][C:4]1[N:3]=[C:2]([CH2:14][CH:13]([CH3:16])[C:12]([O:11][CH3:10])=[O:17])[CH:7]=[N:6][CH:5]=1, predict the reactants needed to synthesize it. The reactants are: Cl[C:2]1[CH:7]=[N:6][CH:5]=[C:4]([Cl:8])[N:3]=1.[Br-].[CH3:10][O:11][C:12](=[O:17])[C@@H:13]([CH3:16])[CH2:14][Zn+].